This data is from Forward reaction prediction with 1.9M reactions from USPTO patents (1976-2016). The task is: Predict the product of the given reaction. (1) Given the reactants O.[OH-].[Li+].[CH3:4][S:5]([C:8]1[CH:13]=[CH:12][CH:11]=[CH:10][C:9]=1[S:14]([NH:17][C:18]1[CH:19]=[C:20]2[C:24](=[CH:25][CH:26]=1)[NH:23][N:22]=[C:21]2/[CH:27]=[CH:28]/[C:29]([O:31]C)=[O:30])(=[O:16])=[O:15])(=[O:7])=[O:6].O1CCCC1.[ClH:38], predict the reaction product. The product is: [ClH:38].[CH3:4][S:5]([C:8]1[CH:13]=[CH:12][CH:11]=[CH:10][C:9]=1[S:14]([NH:17][C:18]1[CH:19]=[C:20]2[C:24](=[CH:25][CH:26]=1)[NH:23][N:22]=[C:21]2/[CH:27]=[CH:28]/[C:29]([OH:31])=[O:30])(=[O:15])=[O:16])(=[O:6])=[O:7].[ClH:38].[ClH:38].[CH3:4][S:5]([C:8]1[CH:13]=[CH:12][CH:11]=[CH:10][C:9]=1[S:14]([NH:17][C:18]1[CH:19]=[C:20]2[C:24](=[CH:25][CH:26]=1)[NH:23][N:22]=[C:21]2/[CH:27]=[CH:28]/[C:29]([OH:31])=[O:30])(=[O:15])=[O:16])(=[O:6])=[O:7]. (2) Given the reactants [F:1][C:2]([F:16])([F:15])[C:3]1[CH:4]=[CH:5][C:6]2[O:11][CH2:10][C@H:9]([CH2:12][OH:13])[O:8][C:7]=2[CH:14]=1.[C:17]1([CH3:27])[CH:22]=[CH:21][C:20]([S:23](Cl)(=[O:25])=[O:24])=[CH:19][CH:18]=1.Cl, predict the reaction product. The product is: [CH3:27][C:17]1[CH:22]=[CH:21][C:20]([S:23]([O:13][CH2:12][C@@H:9]2[O:8][C:7]3[CH:14]=[C:3]([C:2]([F:1])([F:15])[F:16])[CH:4]=[CH:5][C:6]=3[O:11][CH2:10]2)(=[O:25])=[O:24])=[CH:19][CH:18]=1. (3) The product is: [C:1]([O:5][C:6](=[O:34])[C@@H:7]([NH:23][C:24]([O:26][CH2:27][C:28]1[CH:29]=[CH:30][CH:31]=[CH:32][CH:33]=1)=[O:25])[CH2:8][NH:9][C:10]([C:12]1[S:13][C:14]([CH2:17][CH2:18][C:19]([NH:37][C:36]([NH2:38])=[NH:35])=[O:21])=[CH:15][CH:16]=1)=[O:11])([CH3:2])([CH3:4])[CH3:3]. Given the reactants [C:1]([O:5][C:6](=[O:34])[C@@H:7]([NH:23][C:24]([O:26][CH2:27][C:28]1[CH:33]=[CH:32][CH:31]=[CH:30][CH:29]=1)=[O:25])[CH2:8][NH:9][C:10]([C:12]1[S:13][C:14]([CH2:17][CH2:18][C:19]([O:21]C)=O)=[CH:15][CH:16]=1)=[O:11])([CH3:4])([CH3:3])[CH3:2].[NH2:35][C:36]([NH2:38])=[NH:37], predict the reaction product. (4) Given the reactants [OH:1][C:2]([CH3:35])([CH3:34])[CH2:3][C@@:4]1([C:28]2[CH:33]=[CH:32][CH:31]=[CH:30][CH:29]=2)[O:9][C:8](=[O:10])[N:7]([C@H:11]([C:13]2[CH:18]=[CH:17][C:16](B3OC(C)(C)C(C)(C)O3)=[CH:15][CH:14]=2)[CH3:12])[CH2:6][CH2:5]1.Br[C:37]1[N:42]=[C:41]([C:43]2([C:46]([NH2:48])=[O:47])[CH2:45][CH2:44]2)[CH:40]=[CH:39][CH:38]=1, predict the reaction product. The product is: [OH:1][C:2]([CH3:35])([CH3:34])[CH2:3][C@@:4]1([C:28]2[CH:33]=[CH:32][CH:31]=[CH:30][CH:29]=2)[O:9][C:8](=[O:10])[N:7]([C@H:11]([C:13]2[CH:18]=[CH:17][C:16]([C:37]3[N:42]=[C:41]([C:43]4([C:46]([NH2:48])=[O:47])[CH2:45][CH2:44]4)[CH:40]=[CH:39][CH:38]=3)=[CH:15][CH:14]=2)[CH3:12])[CH2:6][CH2:5]1. (5) Given the reactants [CH3:1][O:2][C:3]1[CH:8]=[C:7]([N:9]2[CH2:14][CH2:13][N:12]([CH3:15])[CH2:11][CH2:10]2)[C:6]([N+:16]([O-])=O)=[CH:5][C:4]=1[NH:19][C:20]1[N:25]=[C:24]([N:26]2[CH:30]=[C:29]([CH:31]=O)[C:28]([CH3:33])=[N:27]2)[CH:23]=[CH:22][N:21]=1.Cl.[NH:35]1[CH2:38][CH2:37][CH2:36]1, predict the reaction product. The product is: [N:35]1([CH2:31][C:29]2[C:28]([CH3:33])=[N:27][N:26]([C:24]3[CH:23]=[CH:22][N:21]=[C:20]([NH:19][C:4]4[C:3]([O:2][CH3:1])=[CH:8][C:7]([N:9]5[CH2:14][CH2:13][N:12]([CH3:15])[CH2:11][CH2:10]5)=[C:6]([NH:16][C:3](=[O:2])[CH:4]=[CH2:5])[CH:5]=4)[N:25]=3)[CH:30]=2)[CH2:38][CH2:37][CH2:36]1. (6) The product is: [CH3:8][C:6]1[CH:5]=[CH:4][N:3]=[C:2]([N:9]2[CH2:14][CH2:13][CH:12]([C:15]([O:17][CH2:18][CH3:19])=[O:16])[CH2:11][CH2:10]2)[CH:7]=1. Given the reactants Br[C:2]1[CH:7]=[C:6]([CH3:8])[CH:5]=[CH:4][N:3]=1.[NH:9]1[CH2:14][CH2:13][CH:12]([C:15]([O:17][CH2:18][CH3:19])=[O:16])[CH2:11][CH2:10]1.CCN(C(C)C)C(C)C, predict the reaction product. (7) The product is: [Br:8][C:6]1[CH:7]=[C:2]([NH:1][C:10]([CH3:12])([CH3:9])[C:17]#[N:18])[CH:3]=[N:4][CH:5]=1. Given the reactants [NH2:1][C:2]1[CH:3]=[N:4][CH:5]=[C:6]([Br:8])[CH:7]=1.[CH3:9][C:10]([CH3:12])=O.C[Si]([C:17]#[N:18])(C)C, predict the reaction product. (8) The product is: [CH3:1][N:2]1[C:7](=[O:8])[C:6]2=[C:9]([S:23]([CH3:24])=[O:35])[N:10]([CH2:12][C:13]3[CH:14]=[CH:15][C:16]([S:19]([CH3:22])(=[O:20])=[O:21])=[CH:17][CH:18]=3)[N:11]=[C:5]2[N:4]([CH2:25][C:26]([CH3:27])([CH3:29])[CH3:28])[C:3]1=[O:30]. Given the reactants [CH3:1][N:2]1[C:7](=[O:8])[C:6]2=[C:9]([S:23][CH3:24])[N:10]([CH2:12][C:13]3[CH:18]=[CH:17][C:16]([S:19]([CH3:22])(=[O:21])=[O:20])=[CH:15][CH:14]=3)[N:11]=[C:5]2[N:4]([CH2:25][C:26]([CH3:29])([CH3:28])[CH3:27])[C:3]1=[O:30].OO.C(O)(=[O:35])C, predict the reaction product. (9) Given the reactants N1[C:9]2[C:4](=[C:5]([N:10]3[CH2:15][CH2:14][N:13]([CH2:16][C:17]4[CH:26]=[CH:25][C:24]5[C:19](=[CH:20][CH:21]=[CH:22][CH:23]=5)[N:18]=4)[CH2:12][CH2:11]3)[CH:6]=[CH:7][CH:8]=2)C=C1.[CH3:27][O:28]C1C=CC=CC=1N1CCNCC1, predict the reaction product. The product is: [CH3:27][O:28][C:4]1[CH:9]=[CH:8][CH:7]=[CH:6][C:5]=1[N:10]1[CH2:11][CH2:12][N:13]([CH2:16][C:17]2[CH:26]=[CH:25][C:24]3[C:19](=[CH:20][CH:21]=[CH:22][CH:23]=3)[N:18]=2)[CH2:14][CH2:15]1.